From a dataset of Peptide-MHC class I binding affinity with 185,985 pairs from IEDB/IMGT. Regression. Given a peptide amino acid sequence and an MHC pseudo amino acid sequence, predict their binding affinity value. This is MHC class I binding data. The MHC is Mamu-B8301 with pseudo-sequence Mamu-B8301. The peptide sequence is MGYELWPTK. The binding affinity (normalized) is 0.554.